From a dataset of Reaction yield outcomes from USPTO patents with 853,638 reactions. Predict the reaction yield, written as a fraction of the theoretical maximum amount of product (1.0 means a 100% yield; for example, 0.34 means a 34% yield). The reactants are [CH2:1]([CH:3]([O:6][C:7]1[CH:15]=[CH:14][C:13]([N+:16]([O-:18])=[O:17])=[CH:12][C:8]=1[C:9]([OH:11])=[O:10])[CH2:4][CH3:5])[CH3:2].S(Cl)(Cl)=O.[CH3:23]O. No catalyst specified. The product is [CH2:1]([CH:3]([O:6][C:7]1[CH:15]=[CH:14][C:13]([N+:16]([O-:18])=[O:17])=[CH:12][C:8]=1[C:9]([O:11][CH3:23])=[O:10])[CH2:4][CH3:5])[CH3:2]. The yield is 1.00.